From a dataset of Forward reaction prediction with 1.9M reactions from USPTO patents (1976-2016). Predict the product of the given reaction. (1) Given the reactants [Cl:1][C:2]1[C:3]([N:33]=[C:34]([C:41]2[CH:46]=[CH:45][CH:44]=[CH:43][CH:42]=2)[C:35]2[CH:40]=[CH:39][CH:38]=[CH:37][CH:36]=2)=[N:4][CH:5]=[CH:6][C:7]=1[O:8][C:9]1[CH:14]=[CH:13][C:12]([NH:15][C:16]([C:18]2[C:23](=[O:24])[C:22]([C:25]3[CH:30]=[CH:29][C:28]([F:31])=[CH:27][CH:26]=3)=[CH:21][NH:20][CH:19]=2)=[O:17])=[CH:11][C:10]=1[F:32].[BH4-].[Na+], predict the reaction product. The product is: [CH:34]([NH:33][C:3]1[C:2]([Cl:1])=[C:7]([O:8][C:9]2[CH:14]=[CH:13][C:12]([NH:15][C:16]([C:18]3[C:23](=[O:24])[C:22]([C:25]4[CH:26]=[CH:27][C:28]([F:31])=[CH:29][CH:30]=4)=[CH:21][NH:20][CH:19]=3)=[O:17])=[CH:11][C:10]=2[F:32])[CH:6]=[CH:5][N:4]=1)([C:35]1[CH:36]=[CH:37][CH:38]=[CH:39][CH:40]=1)[C:41]1[CH:46]=[CH:45][CH:44]=[CH:43][CH:42]=1. (2) Given the reactants [OH:1][N:2]=[C:3]([C:5]1[CH:10]=[CH:9][C:8](/[CH:11]=[CH:12]/[C:13]([NH:15][CH:16]([C:21]2[CH:26]=[CH:25][CH:24]=[C:23]([C:27]([F:30])([F:29])[F:28])[CH:22]=2)[C:17]([F:20])([F:19])[F:18])=[O:14])=[CH:7][C:6]=1[C:31]([F:34])([F:33])[F:32])[NH2:4].[CH:35]1([C:38](Cl)=O)[CH2:37][CH2:36]1, predict the reaction product. The product is: [CH:35]1([C:38]2[O:1][N:2]=[C:3]([C:5]3[CH:10]=[CH:9][C:8](/[CH:11]=[CH:12]/[C:13]([NH:15][CH:16]([C:21]4[CH:26]=[CH:25][CH:24]=[C:23]([C:27]([F:28])([F:29])[F:30])[CH:22]=4)[C:17]([F:19])([F:20])[F:18])=[O:14])=[CH:7][C:6]=3[C:31]([F:32])([F:33])[F:34])[N:4]=2)[CH2:37][CH2:36]1.